This data is from Full USPTO retrosynthesis dataset with 1.9M reactions from patents (1976-2016). The task is: Predict the reactants needed to synthesize the given product. (1) Given the product [Cl:8][C:9]1[CH:17]=[C:16]2[C:12]([CH2:13][CH2:14][C:15]2([C:30]2[C:29]3[C:33](=[C:25]([CH2:24][S:23][CH3:22])[CH:26]=[CH:27][CH:28]=3)[NH:32][CH:31]=2)[CH:19]2[CH2:21][CH2:20]2)=[CH:11][CH:10]=1, predict the reactants needed to synthesize it. The reactants are: FC(F)(F)C(O)=O.[Cl:8][C:9]1[CH:17]=[C:16]2[C:12]([CH2:13][CH2:14][C:15]2([CH:19]2[CH2:21][CH2:20]2)O)=[CH:11][CH:10]=1.[CH3:22][S:23][CH2:24][C:25]1[CH:26]=[CH:27][CH:28]=[C:29]2[C:33]=1[NH:32][CH:31]=[CH:30]2.[Cl-].[NH4+]. (2) Given the product [CH3:37][S:38]([O:34][C@@:29]([C:18]1[CH:19]=[C:20]([C:23]2[CH:24]=[CH:25][CH:26]=[CH:27][CH:28]=2)[CH:21]=[CH:22][C:17]=1[NH2:16])([C:10]#[C:9][CH:6]1[CH2:8][CH2:7]1)[C:30]([F:31])([F:32])[F:33])(=[O:40])=[O:39], predict the reactants needed to synthesize it. The reactants are: C([Zn]CC)C.[CH:6]1([C:9]#[CH:10])[CH2:8][CH2:7]1.[Li]CCCC.[NH2:16][C:17]1[CH:22]=[CH:21][C:20]([C:23]2[CH:28]=[CH:27][CH:26]=[CH:25][CH:24]=2)=[CH:19][C:18]=1[C:29](=[O:34])[C:30]([F:33])([F:32])[F:31].[H][H].[CH3:37][S:38](O)(=[O:40])=[O:39]. (3) Given the product [NH2:4][C:5]1[N:10]=[C:9]([C:11]2[O:15][N:14]=[C:13]([C:16]3[CH:17]=[CH:18][C:19]([S:22]([NH:25][C:26]4[CH:27]=[C:28]([NH:32][C:33](=[O:39])[C:34]([CH3:37])([CH3:38])[CH2:35][F:36])[CH:29]=[CH:30][CH:31]=4)(=[O:23])=[O:24])=[CH:20][CH:21]=3)[N:12]=2)[CH:8]=[CH:7][CH:6]=1, predict the reactants needed to synthesize it. The reactants are: C([NH:4][C:5]1[N:10]=[C:9]([C:11]2[O:15][N:14]=[C:13]([C:16]3[CH:21]=[CH:20][C:19]([S:22]([NH:25][C:26]4[CH:27]=[C:28]([NH:32][C:33](=[O:39])[C:34]([CH3:38])([CH3:37])[CH2:35][F:36])[CH:29]=[CH:30][CH:31]=4)(=[O:24])=[O:23])=[CH:18][CH:17]=3)[N:12]=2)[CH:8]=[CH:7][CH:6]=1)(=O)C.Cl. (4) Given the product [Cl:24][C:11]1[O:10][N:9]=[C:8]([C:5]2[CH:6]=[CH:7][C:2]([CH3:1])=[C:3]([N+:14]([O-:16])=[O:15])[CH:4]=2)[N:12]=1, predict the reactants needed to synthesize it. The reactants are: [CH3:1][C:2]1[CH:7]=[CH:6][C:5]([C:8]2[NH:12][C:11](=O)[O:10][N:9]=2)=[CH:4][C:3]=1[N+:14]([O-:16])=[O:15].CN(C)C=O.O=P(Cl)(Cl)[Cl:24]. (5) Given the product [O:19]1[C:20]2[C:12]([C:2]([CH3:1])([CH3:11])[CH2:3][C:4]([OH:5])([C:7]([F:8])([F:10])[F:9])[CH2:6][N:21]3[C:29]4[CH2:28][CH2:27][CH2:26][C:25](=[O:30])[C:24]=4[CH:23]=[CH:22]3)=[CH:13][CH:14]=[CH:15][C:16]=2[CH2:17][CH2:18]1, predict the reactants needed to synthesize it. The reactants are: [CH3:1][C:2]([C:12]1[C:20]2[O:19][CH2:18][CH2:17][C:16]=2[CH:15]=[CH:14][CH:13]=1)([CH3:11])[CH2:3][C:4]1([C:7]([F:10])([F:9])[F:8])[CH2:6][O:5]1.[NH:21]1[C:29]2[CH2:28][CH2:27][CH2:26][C:25](=[O:30])[C:24]=2[CH:23]=[CH:22]1.[O-]CC.[Na+].C(=O)(O)[O-].[Na+].